This data is from Full USPTO retrosynthesis dataset with 1.9M reactions from patents (1976-2016). The task is: Predict the reactants needed to synthesize the given product. (1) Given the product [CH2:3]([N:10]1[CH2:14][CH2:13][CH:12]([NH:15][C:16]2[N:21]=[C:20]([CH3:22])[C:19](/[CH:23]=[CH:27]/[C:25]([O:28][CH2:29][CH3:30])=[O:26])=[CH:18][N:17]=2)[CH2:11]1)[C:4]1[CH:5]=[CH:6][CH:7]=[CH:8][CH:9]=1, predict the reactants needed to synthesize it. The reactants are: [H-].[Na+].[CH2:3]([N:10]1[CH2:14][CH2:13][CH:12]([NH:15][C:16]2[N:21]=[C:20]([CH3:22])[C:19]([CH:23]=O)=[CH:18][N:17]=2)[CH2:11]1)[C:4]1[CH:9]=[CH:8][CH:7]=[CH:6][CH:5]=1.[C:25]([O:28][CH2:29][CH3:30])([CH3:27])=[O:26].O. (2) Given the product [ClH:27].[Br:1][C:2]1[C:3]([C@@H:10]([NH2:20])[CH2:11][C:12]2[CH:17]=[C:16]([F:18])[CH:15]=[C:14]([F:19])[CH:13]=2)=[N:4][C:5]([S:8][CH3:9])=[N:6][CH:7]=1, predict the reactants needed to synthesize it. The reactants are: [Br:1][C:2]1[C:3]([C@@H:10]([NH:20][S@](C(C)(C)C)=O)[CH2:11][C:12]2[CH:17]=[C:16]([F:18])[CH:15]=[C:14]([F:19])[CH:13]=2)=[N:4][C:5]([S:8][CH3:9])=[N:6][CH:7]=1.[ClH:27].O1CCOCC1.C(OCC)C. (3) The reactants are: ClCCl.[CH2:4]([NH:11][C:12](=[O:37])[C@H:13]([OH:36])[CH:14]([NH:17][C:18](=[O:35])[CH2:19][CH2:20][S:21]([CH2:24][C:25]1[CH:30]=[CH:29][CH:28]=[CH:27][C:26]=1[O:31][CH:32]([F:34])[F:33])(=[O:23])=[O:22])[CH2:15][CH3:16])[C:5]1[CH:10]=[CH:9][CH:8]=[CH:7][CH:6]=1.CC(OI1(OC(C)=O)(OC(C)=O)OC(=O)C2C=CC=CC1=2)=O.[O-]S([O-])(=S)=O.[Na+].[Na+]. Given the product [CH2:4]([NH:11][C:12](=[O:37])[C:13](=[O:36])[C@@H:14]([NH:17][C:18](=[O:35])[CH2:19][CH2:20][S:21]([CH2:24][C:25]1[CH:30]=[CH:29][CH:28]=[CH:27][C:26]=1[O:31][CH:32]([F:34])[F:33])(=[O:23])=[O:22])[CH2:15][CH3:16])[C:5]1[CH:6]=[CH:7][CH:8]=[CH:9][CH:10]=1, predict the reactants needed to synthesize it. (4) Given the product [F:38][C:36]([F:37])([F:39])[C:33]1[CH:32]=[CH:31][C:30]([C:27]2[O:26][C:25]([C:22]3[CH:21]=[C:10]([C:11]([OH:13])=[O:12])[C:9]([OH:8])=[CH:24][CH:23]=3)=[CH:29][CH:28]=2)=[CH:35][CH:34]=1, predict the reactants needed to synthesize it. The reactants are: C([O:8][C:9]1[CH:24]=[CH:23][C:22]([C:25]2[O:26][C:27]([C:30]3[CH:35]=[CH:34][C:33]([C:36]([F:39])([F:38])[F:37])=[CH:32][CH:31]=3)=[CH:28][CH:29]=2)=[CH:21][C:10]=1[C:11]([O:13]CC1C=CC=CC=1)=[O:12])C1C=CC=CC=1.O1CCCC1. (5) Given the product [C:4]([O:3][C:1](=[O:2])[NH:8][CH:9]([C:11](=[O:13])[NH:20][CH:14]1[CH2:19][CH2:18][CH2:17][CH2:16][CH2:15]1)[CH3:10])([CH3:5])([CH3:6])[CH3:7], predict the reactants needed to synthesize it. The reactants are: [C:1]([NH:8][C@@H:9]([C:11]([OH:13])=O)[CH3:10])([O:3][C:4]([CH3:7])([CH3:6])[CH3:5])=[O:2].[CH:14]1([NH2:20])[CH2:19][CH2:18][CH2:17][CH2:16][CH2:15]1. (6) Given the product [N:1]1[C:10]2[C:5](=[CH:6][CH:7]=[CH:8][CH:9]=2)[CH:4]=[CH:3][C:2]=1[CH2:11][O:12][C:13]1[CH:14]=[CH:15][C:16]([CH2:19][C:20]([OH:22])=[O:21])=[CH:17][CH:18]=1, predict the reactants needed to synthesize it. The reactants are: [N:1]1[C:10]2[C:5](=[CH:6][CH:7]=[CH:8][CH:9]=2)[CH:4]=[CH:3][C:2]=1[CH2:11][O:12][C:13]1[CH:18]=[CH:17][C:16]([CH2:19][C:20]([O:22]CC)=[O:21])=[CH:15][CH:14]=1.CO.C1COCC1.O[Li].O.